From a dataset of Forward reaction prediction with 1.9M reactions from USPTO patents (1976-2016). Predict the product of the given reaction. The product is: [CH:25]1([NH:24][C:23]([CH:22]2[CH2:21][CH2:20][CH:19]([C:36]3[CH:37]=[CH:38][CH:39]=[CH:40][CH:41]=3)[NH:18]2)=[O:35])[C:34]2[C:29](=[CH:30][CH:31]=[CH:32][CH:33]=2)[CH2:28][CH2:27][CH2:26]1. Given the reactants C1C2C(COC([N:18]3[CH:22]([C:23](=[O:35])[NH:24][CH:25]4[C:34]5[C:29](=[CH:30][CH:31]=[CH:32][CH:33]=5)[CH2:28][CH2:27][CH2:26]4)[CH2:21][CH2:20][CH:19]3[C:36]3[CH:41]=[CH:40][CH:39]=[CH:38][CH:37]=3)=O)C3C(=CC=CC=3)C=2C=CC=1.C(NCC)C, predict the reaction product.